Predict which catalyst facilitates the given reaction. From a dataset of Catalyst prediction with 721,799 reactions and 888 catalyst types from USPTO. (1) Reactant: [NH2:1][C:2]1[CH:14]=[C:13]2[C:5]([C:6]3[C:7]([C:18]4[CH:23]=[CH:22][CH:21]=[C:20]([NH:24][C:25](=[O:33])[C:26]5[CH:31]=[CH:30][C:29]([F:32])=[CH:28][CH:27]=5)[C:19]=4[CH3:34])=[CH:8][CH:9]=[C:10]([C:15]([NH2:17])=[O:16])[C:11]=3[NH:12]2)=[CH:4][CH:3]=1.[CH3:35][S:36](Cl)(=[O:38])=[O:37]. Product: [F:32][C:29]1[CH:28]=[CH:27][C:26]([C:25]([NH:24][C:20]2[C:19]([CH3:34])=[C:18]([C:7]3[C:6]4[C:5]5[C:13](=[CH:14][C:2]([NH:1][S:36]([CH3:35])(=[O:38])=[O:37])=[CH:3][CH:4]=5)[NH:12][C:11]=4[C:10]([C:15]([NH2:17])=[O:16])=[CH:9][CH:8]=3)[CH:23]=[CH:22][CH:21]=2)=[O:33])=[CH:31][CH:30]=1. The catalyst class is: 168. (2) Reactant: C(=O)([O-])[O-].[K+].[K+].[Cl:7][C:8]1[C:9]([CH2:18]Cl)=[N:10][CH:11]=[C:12]([C:14]([F:17])([F:16])[F:15])[CH:13]=1.[CH3:20][C:21]1[NH:25][C:24]2[CH:26]=[C:27]([C:31]([O:33][CH2:34][CH3:35])=[O:32])[CH:28]=[C:29]([CH3:30])[C:23]=2[N:22]=1. Product: [Cl:7][C:8]1[C:9]([CH2:18][N:25]2[C:24]3[CH:26]=[C:27]([C:31]([O:33][CH2:34][CH3:35])=[O:32])[CH:28]=[C:29]([CH3:30])[C:23]=3[N:22]=[C:21]2[CH3:20])=[N:10][CH:11]=[C:12]([C:14]([F:17])([F:16])[F:15])[CH:13]=1. The catalyst class is: 9. (3) Reactant: CN(C(ON1N=NC2C=CC=NC1=2)=[N+](C)C)C.F[P-](F)(F)(F)(F)F.[CH2:25]([NH:27][CH2:28][CH2:29][OH:30])[CH3:26].[CH3:31][N:32]1[C:44]2[CH2:43][CH2:42][CH:41]([CH:45]3[CH2:50][CH2:49][O:48][CH2:47][CH2:46]3)[CH2:40][C:39]=2[C:38]2[C:33]1=[CH:34][CH:35]=[C:36]([C:51](O)=[O:52])[CH:37]=2.C(N(CC)C(C)C)(C)C. Product: [CH2:25]([N:27]([CH2:28][CH2:29][OH:30])[C:51]([C:36]1[CH:37]=[C:38]2[C:33](=[CH:34][CH:35]=1)[N:32]([CH3:31])[C:44]1[CH2:43][CH2:42][CH:41]([CH:45]3[CH2:50][CH2:49][O:48][CH2:47][CH2:46]3)[CH2:40][C:39]2=1)=[O:52])[CH3:26]. The catalyst class is: 3. (4) Reactant: [CH2:1]([Si:4]([Cl:7])(Cl)Cl)[CH:2]=[CH2:3].N12CCCN=C1CCCCC2.[CH3:19][O:20][C:21]([CH3:32])([C@H:23]([OH:31])[C@@H:24]([OH:30])[C:25]([O:28][CH3:29])([CH3:27])[CH3:26])[CH3:22]. Product: [CH2:1]([Si:4]1([Cl:7])[O:30][C@@H:24]([C:25]([O:28][CH3:29])([CH3:26])[CH3:27])[C@H:23]([C:21]([CH3:32])([O:20][CH3:19])[CH3:22])[O:31]1)[CH:2]=[CH2:3]. The catalyst class is: 2. (5) Reactant: [CH3:1][C:2]([CH3:21])([CH3:20])[C:3]([C:5]1[O:6][C:7]2[CH:17]=[CH:16][C:15]([O:18][CH3:19])=[CH:14][C:8]=2[C:9]=1[CH2:10][C:11](O)=[O:12])=[O:4].C1C=CC2N(O)N=NC=2C=1.[CH2:32]1[C@@H:41]2[C@@H:36]([CH2:37][CH2:38][CH2:39][CH2:40]2)[CH2:35][CH2:34][NH:33]1.CCN(C(C)C)C(C)C. Product: [CH3:19][O:18][C:15]1[CH:16]=[CH:17][C:7]2[O:6][C:5]([C:3](=[O:4])[C:2]([CH3:21])([CH3:1])[CH3:20])=[C:9]([CH2:10][C:11]([N:33]3[CH2:34][CH2:35][C@H:36]4[C@H:41]([CH2:40][CH2:39][CH2:38][CH2:37]4)[CH2:32]3)=[O:12])[C:8]=2[CH:14]=1. The catalyst class is: 607.